This data is from Reaction yield outcomes from USPTO patents with 853,638 reactions. The task is: Predict the reaction yield, written as a fraction of the theoretical maximum amount of product (1.0 means a 100% yield; for example, 0.34 means a 34% yield). (1) The catalyst is CCO. The yield is 0.920. The reactants are [CH3:1][CH2:2][C:3]([N:26]([CH3:28])[CH3:27])([C:20]1[CH:21]=[CH:22][CH:23]=[CH:24][CH:25]=1)[CH2:4][O:5][C:6]([C:8]1[CH:9]=[C:10]([O:18][CH3:19])[C:11]([O:16][CH3:17])=[C:12]([O:14][CH3:15])[CH:13]=1)=[O:7].O.[C:30]1([CH3:40])[CH:35]=[CH:34][C:33]([S:36]([OH:39])(=[O:38])=[O:37])=[CH:32][CH:31]=1.CCC(N(C)C)(C1C=CC=CC=1)COC(C1C=C(OC)C(OC)=C(OC)C=1)=O.CC1C=CC(S(O)(=O)=O)=CC=1. The product is [CH3:1][CH2:2][C:3]([N:26]([CH3:28])[CH3:27])([C:20]1[CH:25]=[CH:24][CH:23]=[CH:22][CH:21]=1)[CH2:4][O:5][C:6]([C:8]1[CH:13]=[C:12]([O:14][CH3:15])[C:11]([O:16][CH3:17])=[C:10]([O:18][CH3:19])[CH:9]=1)=[O:7].[C:30]1([CH3:40])[CH:31]=[CH:32][C:33]([S:36]([O-:39])(=[O:37])=[O:38])=[CH:34][CH:35]=1. (2) The reactants are [CH3:1][O-].[Na+].CO[C:6](=O)[CH2:7][C:8]([O:10][CH3:11])=[O:9].C([O:18][CH3:19])(=O)/C=C/C.[C:20]([OH:23])(=O)[CH3:21].[CH:24]([NH2:26])=[NH:25].Cl. The catalyst is CO. The product is [OH:23][C:20]1[C:21]([CH:6]([CH3:1])[CH2:7][C:8]([O:10][CH3:11])=[O:9])=[C:19]([OH:18])[N:26]=[CH:24][N:25]=1. The yield is 0.600. (3) The reactants are [CH3:1][O:2][C:3]1[CH:4]=[C:5]2[C:10](=[CH:11][C:12]=1[O:13][CH3:14])[N:9]=[CH:8][CH:7]=[C:6]2[O:15][C:16]1[CH:22]=[CH:21][C:19]([NH2:20])=[C:18]([CH3:23])[C:17]=1[CH3:24].Cl[C:26](Cl)([O:28][C:29](=[O:35])OC(Cl)(Cl)Cl)Cl.[C:37]1(CO)[CH:42]=[CH:41][CH:40]=[CH:39][CH:38]=1.C(=O)(O)[O-].[Na+]. The catalyst is C(Cl)Cl.C(N(CC)CC)C.C1(C)C=CC=CC=1. The product is [CH3:1][O:2][C:3]1[CH:4]=[C:5]2[C:10](=[CH:11][C:12]=1[O:13][CH3:14])[N:9]=[CH:8][CH:7]=[C:6]2[O:15][C:16]1[CH:22]=[CH:21][C:19]([NH:20][C:29](=[O:35])[O:28][CH2:26][C:37]2[CH:42]=[CH:41][CH:40]=[CH:39][CH:38]=2)=[C:18]([CH3:23])[C:17]=1[CH3:24]. The yield is 0.780. (4) The reactants are S(Cl)([Cl:3])=O.[CH3:5][O:6][C:7]1[CH:8]=[C:9]2[C:14](=[CH:15][CH:16]=1)[CH:13]=[C:12]([C@H:17]([CH3:21])[C:18](O)=[O:19])[CH:11]=[CH:10]2.CN(C=O)C. The catalyst is C(Cl)(Cl)Cl. The product is [CH3:5][O:6][C:7]1[CH:8]=[C:9]2[C:14](=[CH:15][CH:16]=1)[CH:13]=[C:12]([C@H:17]([CH3:21])[C:18]([Cl:3])=[O:19])[CH:11]=[CH:10]2. The yield is 0.888. (5) The reactants are CC(OI1(OC(C)=O)(OC(C)=O)OC(=O)C2C=CC=CC1=2)=O.[OH:23][CH:24]1[CH:30]([CH3:31])[CH2:29][CH2:28][N:27]([S:32]([C:35]2[CH:41]=[CH:40][C:38]([CH3:39])=[CH:37][CH:36]=2)(=[O:34])=[O:33])[CH2:26][CH:25]1[NH:42][C:43](=[O:50])[C:44]1[CH:49]=[CH:48][CH:47]=[CH:46][N:45]=1.[OH-].[Na+]. The catalyst is C(Cl)Cl. The product is [CH3:31][CH:30]1[CH2:29][CH2:28][N:27]([S:32]([C:35]2[CH:36]=[CH:37][C:38]([CH3:39])=[CH:40][CH:41]=2)(=[O:34])=[O:33])[CH2:26][CH:25]([NH:42][C:43](=[O:50])[C:44]2[CH:49]=[CH:48][CH:47]=[CH:46][N:45]=2)[C:24]1=[O:23]. The yield is 1.00. (6) The reactants are C[Si](C)(C)[N-][Si](C)(C)C.[Na+].C1(C)C=CC=CC=1.[CH:18]1([CH2:24][CH2:25][C:26]([N:28]2[C@@H:32]([CH:33]([CH3:35])[CH3:34])[CH2:31][O:30][C:29]2=[O:36])=[O:27])[CH2:23][CH2:22][CH2:21][CH2:20][CH2:19]1.[C:37]([O:41][C:42](=[O:45])[CH2:43]Br)([CH3:40])([CH3:39])[CH3:38]. The catalyst is C1COCC1.Cl. The product is [CH:18]1([CH2:24][CH:25]([C:26]([N:28]2[CH:32]([CH:33]([CH3:34])[CH3:35])[CH2:31][O:30][C:29]2=[O:36])=[O:27])[CH2:43][C:42]([O:41][C:37]([CH3:40])([CH3:39])[CH3:38])=[O:45])[CH2:19][CH2:20][CH2:21][CH2:22][CH2:23]1. The yield is 0.610.